From a dataset of Full USPTO retrosynthesis dataset with 1.9M reactions from patents (1976-2016). Predict the reactants needed to synthesize the given product. (1) Given the product [NH2:31][C:27](=[O:29])[CH2:26][CH2:25][C:23]1[O:22][N:21]=[C:20]([C:15]2[CH:16]=[CH:17][C:18]([CH3:19])=[C:13]([NH:12][C:10]([C:3]3[N:4]4[CH:9]=[CH:8][CH:7]=[CH:6][C:5]4=[N:1][CH:2]=3)=[O:11])[CH:14]=2)[N:24]=1, predict the reactants needed to synthesize it. The reactants are: [N:1]1[CH:2]=[C:3]([C:10]([NH:12][C:13]2[CH:14]=[C:15]([C:20]3[N:24]=[C:23]([CH2:25][CH2:26][C:27]([OH:29])=O)[O:22][N:21]=3)[CH:16]=[CH:17][C:18]=2[CH3:19])=[O:11])[N:4]2[CH:9]=[CH:8][CH:7]=[CH:6][C:5]=12.C[N:31](C(ON1N=NC2C=CC=NC1=2)=[N+](C)C)C.F[P-](F)(F)(F)(F)F.N. (2) Given the product [F:1][C:2]1[CH:7]=[C:6]([NH:8][C:35]([NH:34][C:32](=[O:33])[CH2:31][C:25]2[CH:26]=[CH:27][CH:28]=[CH:29][CH:30]=2)=[S:36])[CH:5]=[CH:4][C:3]=1[NH:9][C:10]1[CH:15]=[CH:14][N:13]=[C:12]2[CH:16]=[C:17]([C:19]3[N:20]=[CH:21][N:22]([CH3:24])[CH:23]=3)[S:18][C:11]=12, predict the reactants needed to synthesize it. The reactants are: [F:1][C:2]1[CH:7]=[C:6]([NH2:8])[CH:5]=[CH:4][C:3]=1[NH:9][C:10]1[CH:15]=[CH:14][N:13]=[C:12]2[CH:16]=[C:17]([C:19]3[N:20]=[CH:21][N:22]([CH3:24])[CH:23]=3)[S:18][C:11]=12.[C:25]1([CH2:31][C:32]([N:34]=[C:35]=[S:36])=[O:33])[CH:30]=[CH:29][CH:28]=[CH:27][CH:26]=1. (3) Given the product [C:6]1([C:32]2[CH:37]=[CH:36][CH:35]=[CH:34][CH:33]=2)[CH:11]=[CH:10][C:9]([N:12]2[C:13]3[C:28]([CH3:30])([CH3:29])[C:23]4[C:22](=[CH:27][CH:26]=[CH:25][CH:24]=4)[NH:21][C:14]=3[C:15]3[C:20]2=[CH:19][CH:18]=[CH:17][CH:16]=3)=[CH:8][CH:7]=1, predict the reactants needed to synthesize it. The reactants are: CS(O)(=O)=O.[C:6]1([C:32]2[CH:37]=[CH:36][CH:35]=[CH:34][CH:33]=2)[CH:11]=[CH:10][C:9]([N:12]2[C:20]3[C:15](=[CH:16][CH:17]=[CH:18][CH:19]=3)[C:14]([NH:21][C:22]3[CH:27]=[CH:26][CH:25]=[CH:24][C:23]=3[C:28](O)([CH3:30])[CH3:29])=[CH:13]2)=[CH:8][CH:7]=1.C(O)C. (4) Given the product [OH:9][CH2:8][C:7]1[CH:12]=[C:13]([S:16]([NH2:17])(=[O:19])=[O:18])[CH:14]=[CH:15][C:6]=1[O:5][C:4]1[CH:20]=[CH:21][C:22]([S:23][CH3:24])=[C:2]([CH3:1])[CH:3]=1, predict the reactants needed to synthesize it. The reactants are: [CH3:1][C:2]1[CH:3]=[C:4]([CH:20]=[CH:21][C:22]=1[S:23][CH3:24])[O:5][C:6]1[CH:15]=[CH:14][C:13]([S:16](=[O:19])(=[O:18])[NH2:17])=[CH:12][C:7]=1[C:8](OC)=[O:9].[H-].[H-].[H-].[H-].[Li+].[Al+3].